From a dataset of CYP1A2 inhibition data for predicting drug metabolism from PubChem BioAssay. Regression/Classification. Given a drug SMILES string, predict its absorption, distribution, metabolism, or excretion properties. Task type varies by dataset: regression for continuous measurements (e.g., permeability, clearance, half-life) or binary classification for categorical outcomes (e.g., BBB penetration, CYP inhibition). Dataset: cyp1a2_veith. (1) The drug is COc1ccc(Oc2ncc3nc(-c4cccs4)c(=O)n(Cc4cccc(OC)c4)c3n2)cc1. The result is 0 (non-inhibitor). (2) The drug is COc1cccc(Cn2c(=O)c(-c3cc(F)cc(F)c3)nc3cncnc32)c1. The result is 1 (inhibitor). (3) The drug is O=C(CCNC(=O)Cn1ccc2ccccc2c1=O)NCCCN1CCN(c2ccc(F)cc2)CC1. The result is 0 (non-inhibitor). (4) The drug is O=c1c(-c2ccccc2)nc2cncnc2n1Cc1ccccc1Cl. The result is 1 (inhibitor). (5) The compound is CCn1c(O)c(C(c2ccccn2)c2c(O)n(CC)c(=S)[nH]c2=O)c(=O)[nH]c1=S. The result is 0 (non-inhibitor). (6) The compound is OC(Cn1c2ccccc2c2ccccc21)C[n+]1ccccc1.[O-][Cl+3]([O-])([O-])[O-]. The result is 1 (inhibitor). (7) The molecule is Cc1nc2cc(NC(=O)CSc3nc4c(C)cccc4cc3C#N)ccc2s1. The result is 1 (inhibitor).